Regression. Given a peptide amino acid sequence and an MHC pseudo amino acid sequence, predict their binding affinity value. This is MHC class II binding data. From a dataset of Peptide-MHC class II binding affinity with 134,281 pairs from IEDB. (1) The peptide sequence is KNWMTETLLVQNANPDCKTI. The MHC is HLA-DQA10102-DQB10602 with pseudo-sequence HLA-DQA10102-DQB10602. The binding affinity (normalized) is 0.609. (2) The binding affinity (normalized) is 0.105. The peptide sequence is TVAAAPQVKYAVFEA. The MHC is DRB3_0202 with pseudo-sequence DRB3_0202.